Task: Predict the product of the given reaction.. Dataset: Forward reaction prediction with 1.9M reactions from USPTO patents (1976-2016) (1) Given the reactants Cl[CH:2]([C:14]1[CH:19]=[CH:18][CH:17]=[CH:16][CH:15]=1)[C:3]([C:5]1[C:13]2[C:8](=[CH:9][CH:10]=[CH:11][CH:12]=2)[NH:7][CH:6]=1)=[O:4].[N:20]1([C:25]2[CH:26]=[C:27]([CH:29]=[CH:30][CH:31]=2)[NH2:28])[CH:24]=[N:23][CH:22]=[N:21]1.CCN(C(C)C)C(C)C, predict the reaction product. The product is: [N:20]1([C:25]2[CH:26]=[C:27]([NH:28][CH:2]([C:14]3[CH:19]=[CH:18][CH:17]=[CH:16][CH:15]=3)[C:3]([C:5]3[C:13]4[C:8](=[CH:9][CH:10]=[CH:11][CH:12]=4)[NH:7][CH:6]=3)=[O:4])[CH:29]=[CH:30][CH:31]=2)[CH:24]=[N:23][CH:22]=[N:21]1. (2) Given the reactants [C:1]([NH:8][C@H:9]([C:18]([OH:20])=[O:19])[CH2:10][C:11]1[CH:16]=[CH:15][C:14]([OH:17])=[CH:13][CH:12]=1)([O:3][C:4]([CH3:7])([CH3:6])[CH3:5])=[O:2].Cl[C:22]1[C:31]2[C:26](=[CH:27][CH:28]=[CH:29][CH:30]=2)[N:25]=[CH:24][CH:23]=1.BrC1C=CC(Cl)=NC=1.O, predict the reaction product. The product is: [N:25]1[C:26]2[C:31](=[CH:30][CH:29]=[CH:28][CH:27]=2)[C:22]([O:17][C:14]2[CH:13]=[CH:12][C:11]([CH2:10][C@H:9]([NH:8][C:1]([O:3][C:4]([CH3:5])([CH3:7])[CH3:6])=[O:2])[C:18]([OH:20])=[O:19])=[CH:16][CH:15]=2)=[CH:23][CH:24]=1. (3) The product is: [CH2:1]([CH:3]([CH2:9][C:10]1[CH:15]=[CH:14][C:13]([O:16][CH3:17])=[C:12]([CH2:18][NH:19][C:20](=[O:31])[C:21]2[CH:22]=[CH:23][C:24]([C:27]([F:29])([F:28])[F:30])=[CH:25][CH:26]=2)[CH:11]=1)[C:4]([OH:6])=[O:5])[CH3:2]. Given the reactants [CH2:1]([CH:3]([CH2:9][C:10]1[CH:15]=[CH:14][C:13]([O:16][CH3:17])=[C:12]([CH2:18][NH:19][C:20](=[O:31])[C:21]2[CH:26]=[CH:25][C:24]([C:27]([F:30])([F:29])[F:28])=[CH:23][CH:22]=2)[CH:11]=1)[C:4]([O:6]CC)=[O:5])[CH3:2].CO.[OH-].[Na+].Cl, predict the reaction product. (4) Given the reactants [S:1]1[CH2:4][C:3](=[CH:5][C:6]([O:8][CH2:9][CH3:10])=[O:7])[CH2:2]1.[C:11]1([CH2:17][NH2:18])[CH:16]=[CH:15][CH:14]=[CH:13][CH:12]=1, predict the reaction product. The product is: [CH2:17]([NH:18][C:3]1([CH2:5][C:6]([O:8][CH2:9][CH3:10])=[O:7])[CH2:4][S:1][CH2:2]1)[C:11]1[CH:16]=[CH:15][CH:14]=[CH:13][CH:12]=1. (5) Given the reactants [CH3:1][NH:2][C:3]1[CH:8]=[CH:7][CH:6]=[CH:5][CH:4]=1.N1[CH:14]=[CH:13][CH:12]=[CH:11][CH:10]=1.[N:15]#[C:16][Br:17], predict the reaction product. The product is: [Br-:17].[CH3:1]/[N+:2](=[CH:10]\[CH:11]=[CH:12]\[CH:13]=[CH:14]\[N:15]([CH3:16])[C:3]1[CH:8]=[CH:7][CH:6]=[CH:5][CH:4]=1)/[C:3]1[CH:8]=[CH:7][CH:6]=[CH:5][CH:4]=1.